This data is from Catalyst prediction with 721,799 reactions and 888 catalyst types from USPTO. The task is: Predict which catalyst facilitates the given reaction. (1) Reactant: C([N:3]([CH2:6][CH3:7])[CH2:4]C)C.Cl[C:9]1[C:18]2[C:13](=[CH:14][C:15]([NH:22][CH2:23][CH3:24])=[C:16]([N+:19]([O-:21])=[O:20])[CH:17]=2)[N:12]=[CH:11][N:10]=1. Product: [CH2:23]([NH:22][C:15]1[CH:14]=[C:13]2[C:18]([C:9]([NH:10][CH2:9][C:18]3[CH:17]=[CH:16][CH:15]=[CH:7][C:6]=3[NH:3][CH3:4])=[N:10][CH:11]=[N:12]2)=[CH:17][C:16]=1[N+:19]([O-:21])=[O:20])[CH3:24]. The catalyst class is: 7. (2) Reactant: [O:1]1[CH2:6][CH:5]=[C:4]([C:7]2[CH:8]=[C:9]([C:13]3[CH:14]=[C:15]4[C:20](=[N:21][CH:22]=3)[N:19]([C:23]([NH2:25])=[O:24])[CH2:18][CH2:17][CH2:16]4)[CH:10]=[N:11][CH:12]=2)[CH2:3][CH2:2]1.C([O-])=O.[NH4+]. Product: [O:1]1[CH2:6][CH2:5][CH:4]([C:7]2[CH:8]=[C:9]([C:13]3[CH:14]=[C:15]4[C:20](=[N:21][CH:22]=3)[N:19]([C:23]([NH2:25])=[O:24])[CH2:18][CH2:17][CH2:16]4)[CH:10]=[N:11][CH:12]=2)[CH2:3][CH2:2]1. The catalyst class is: 43. (3) Reactant: [CH2:1]([NH2:5])[CH2:2][CH2:3][CH3:4].[Cl:6][C:7]1[CH:12]=[CH:11][C:10]([CH2:13][S:14](Cl)(=[O:16])=[O:15])=[CH:9][CH:8]=1. Product: [CH2:1]([NH:5][S:14]([CH2:13][C:10]1[CH:11]=[CH:12][C:7]([Cl:6])=[CH:8][CH:9]=1)(=[O:15])=[O:16])[CH2:2][CH2:3][CH3:4]. The catalyst class is: 1. (4) Reactant: C([C:3]([CH3:13])([CH3:12])[C:4]#[C:5][C:6]([OH:11])([CH3:10])[C:7]([OH:9])=O)C.[C:14]([O:18][C:19]([NH:21][CH2:22][C:23]1[CH:37]=[CH:36][C:35]([Cl:38])=[CH:34][C:24]=1[CH2:25][NH:26][C:27](=[O:33])[C@@H:28]1[CH2:32][CH2:31][CH2:30][NH:29]1)=[O:20])([CH3:17])([CH3:16])[CH3:15].C1C=C2N=NN(O)C2=CC=1.O.C(Cl)CCl.C(N(C(C)C)CC)(C)C. Product: [CH3:10][C:6]([OH:11])([C:5]#[C:4][CH:3]([CH3:12])[CH3:13])[C:7]([N:29]1[CH2:30][CH2:31][CH2:32][C@H:28]1[C:27]([NH:26][CH2:25][C:24]1[CH:34]=[C:35]([Cl:38])[CH:36]=[CH:37][C:23]=1[CH2:22][NH:21][C:19]([O:18][C:14]([CH3:15])([CH3:16])[CH3:17])=[O:20])=[O:33])=[O:9]. The catalyst class is: 3. (5) Reactant: [C:1]([C:4]1[N:8]2[CH2:9][CH2:10][N:11]([CH3:14])[C:12](=[O:13])[C:7]2=[C:6]([O:15][CH2:16][C:17]2[CH:22]=[CH:21][CH:20]=[CH:19][CH:18]=2)[C:5]=1[C:23]([O:25][CH2:26][CH3:27])=[O:24])(=[O:3])[CH3:2].[Br:28]Br.Br.C(=O)(O)[O-].[Na+]. Product: [Br:28][CH2:2][C:1]([C:4]1[N:8]2[CH2:9][CH2:10][N:11]([CH3:14])[C:12](=[O:13])[C:7]2=[C:6]([O:15][CH2:16][C:17]2[CH:18]=[CH:19][CH:20]=[CH:21][CH:22]=2)[C:5]=1[C:23]([O:25][CH2:26][CH3:27])=[O:24])=[O:3]. The catalyst class is: 671. (6) Product: [OH:15][C:14]1[C:9](=[O:8])[NH:10][N:11]=[C:12]([CH2:23][CH2:24][C:25]2[CH:30]=[CH:29][C:28]([C:31]([F:32])([F:33])[F:34])=[CH:27][N:26]=2)[CH:13]=1. The catalyst class is: 29. Reactant: C([O:8][C:9]1[N:10]=[N:11][C:12]([C:23]#[C:24][C:25]2[CH:30]=[CH:29][C:28]([C:31]([F:34])([F:33])[F:32])=[CH:27][N:26]=2)=[CH:13][C:14]=1[O:15]CC1C=CC=CC=1)C1C=CC=CC=1.C(O)C.CCCCCCC.